From a dataset of Catalyst prediction with 721,799 reactions and 888 catalyst types from USPTO. Predict which catalyst facilitates the given reaction. (1) Reactant: Br[C:2]1[CH:3]=[C:4]2[N:10]([C:11]([O:13][CH2:14][CH:15]([CH3:17])[CH3:16])=[O:12])[C:9]([CH3:18])=[N:8][C:5]2=[N:6][CH:7]=1.[CH3:19][C:20]([O:23][C:24]([N:26]1[CH2:32][C:31]2[CH:33]=[C:34](B(O)O)[CH:35]=[CH:36][C:30]=2[O:29][CH2:28][CH2:27]1)=[O:25])([CH3:22])[CH3:21].C([O-])(=O)C.[K+]. Product: [CH3:18][C:9]1[N:10]([C:11]([O:13][CH2:14][CH:15]([CH3:17])[CH3:16])=[O:12])[C:4]2[C:5]([N:8]=1)=[N:6][CH:7]=[C:2]([C:34]1[CH:35]=[CH:36][C:30]3[O:29][CH2:28][CH2:27][N:26]([C:24]([O:23][C:20]([CH3:21])([CH3:19])[CH3:22])=[O:25])[CH2:32][C:31]=3[CH:33]=1)[CH:3]=2. The catalyst class is: 75. (2) Reactant: [C:1]1([O:11][CH2:12][CH2:13][CH2:14][CH2:15][N:16]2[C:20](=[O:21])[CH2:19][O:18][C:17]2=[O:22])[C:10]2[C:5](=[CH:6][CH:7]=[CH:8][CH:9]=2)[CH:4]=[CH:3][CH:2]=1.[NH3:23]. Product: [C:1]1([O:11][CH2:12][CH2:13][CH2:14][CH2:15][NH:16][C:17](=[O:22])[O:18][CH2:19][C:20]([NH2:23])=[O:21])[C:10]2[C:5](=[CH:6][CH:7]=[CH:8][CH:9]=2)[CH:4]=[CH:3][CH:2]=1. The catalyst class is: 83. (3) Reactant: C([SiH](CC)CC)C.[CH3:8][O:9][C:10](=[O:24])[C:11]([C:13]1[C:21]2[C:16](=[N:17][CH:18]=[CH:19][CH:20]=2)[NH:15][C:14]=1[CH2:22][CH3:23])=O. Product: [CH3:8][O:9][C:10](=[O:24])[CH2:11][C:13]1[C:21]2[C:16](=[N:17][CH:18]=[CH:19][CH:20]=2)[NH:15][C:14]=1[CH2:22][CH3:23]. The catalyst class is: 67. (4) Reactant: C(O)(=O)C(O)=O.[CH2:7]([O:9][P:10]([CH2:15][CH2:16][NH2:17])(=[O:14])[O:11][CH2:12][CH3:13])[CH3:8].[C:18]([CH:22]1[CH2:27][CH2:26][CH:25]([O:28][C:29]2[CH:30]=[C:31]3[C:36](=[CH:37][CH:38]=2)[CH:35]=[C:34]([CH:39]=O)[CH:33]=[CH:32]3)[CH2:24][CH2:23]1)([CH3:21])([CH3:20])[CH3:19].C(O[BH-](OC(=O)C)OC(=O)C)(=O)C.[Na+]. Product: [CH2:12]([O:11][P:10]([CH2:15][CH2:16][NH:17][CH2:39][C:34]1[CH:33]=[CH:32][C:31]2[C:36](=[CH:37][CH:38]=[C:29]([O:28][C@H:25]3[CH2:26][CH2:27][C@H:22]([C:18]([CH3:21])([CH3:20])[CH3:19])[CH2:23][CH2:24]3)[CH:30]=2)[CH:35]=1)(=[O:14])[O:9][CH2:7][CH3:8])[CH3:13]. The catalyst class is: 26.